This data is from Reaction yield outcomes from USPTO patents with 853,638 reactions. The task is: Predict the reaction yield, written as a fraction of the theoretical maximum amount of product (1.0 means a 100% yield; for example, 0.34 means a 34% yield). The catalyst is N. The reactants are C([O:4][C@@H:5]1[C@H:9]([O:10][CH2:11][C:12]2[CH:17]=[CH:16][CH:15]=[CH:14][CH:13]=2)[C@:8]([CH2:21][O:22][CH2:23][C:24]2[CH:29]=[CH:28][CH:27]=[CH:26][CH:25]=2)([CH:18]([F:20])[F:19])[O:7][C@H:6]1[N:30]1[CH:35]=[C:34]([Cl:36])[C:33]([NH2:37])=[N:32][C:31]1=[O:38])(=O)C.CO. The product is [NH2:37][C:33]1[C:34]([Cl:36])=[CH:35][N:30]([C@H:6]2[C@H:5]([OH:4])[C@H:9]([O:10][CH2:11][C:12]3[CH:13]=[CH:14][CH:15]=[CH:16][CH:17]=3)[C@:8]([CH2:21][O:22][CH2:23][C:24]3[CH:29]=[CH:28][CH:27]=[CH:26][CH:25]=3)([CH:18]([F:19])[F:20])[O:7]2)[C:31](=[O:38])[N:32]=1. The yield is 0.620.